This data is from Catalyst prediction with 721,799 reactions and 888 catalyst types from USPTO. The task is: Predict which catalyst facilitates the given reaction. Reactant: [Br:1][C:2]1[CH:10]=[CH:9][C:5]([CH:6]([NH2:8])[CH3:7])=[CH:4][CH:3]=1.[N:11]1[CH:16]=[CH:15][CH:14]=[C:13]([CH:17]=O)[CH:12]=1.C(O[BH-](OC(=O)C)OC(=O)C)(=O)C.[Na+]. Product: [Br:1][C:2]1[CH:10]=[CH:9][C:5]([CH:6]([NH:8][CH2:17][C:13]2[CH:12]=[N:11][CH:16]=[CH:15][CH:14]=2)[CH3:7])=[CH:4][CH:3]=1. The catalyst class is: 417.